Dataset: Forward reaction prediction with 1.9M reactions from USPTO patents (1976-2016). Task: Predict the product of the given reaction. Given the reactants [C:1]([O:6][CH2:7][CH3:8])(=[O:5])[CH:2]([CH3:4])[CH3:3].CN1[C:15](=[O:16])N(C)CCC1.[Li+].CC([N-][CH:23]([CH3:25])[CH3:24])C.Br[CH2:27][C:28]1[CH:33]=[CH:32][C:31]([C:34]([C:36]2[CH:41]=[CH:40][C:39]([CH2:42]Br)=[CH:38][CH:37]=2)=[O:35])=[CH:30][CH:29]=1.C1C[O:47][CH2:46][CH2:45]1, predict the reaction product. The product is: [CH2:46]([O:47][C:15](=[O:16])[C:23]([CH3:24])([CH3:25])[CH2:27][C:28]1[CH:33]=[CH:32][C:31]([C:34](=[O:35])[C:36]2[CH:41]=[CH:40][C:39]([CH2:42][C:2]([C:1]([O:6][CH2:7][CH3:8])=[O:5])([CH3:4])[CH3:3])=[CH:38][CH:37]=2)=[CH:30][CH:29]=1)[CH3:45].